Dataset: Human intestinal absorption (HIA) binary classification data from Hou et al.. Task: Regression/Classification. Given a drug SMILES string, predict its absorption, distribution, metabolism, or excretion properties. Task type varies by dataset: regression for continuous measurements (e.g., permeability, clearance, half-life) or binary classification for categorical outcomes (e.g., BBB penetration, CYP inhibition). Dataset: hia_hou. (1) The drug is N[C@H](CO)C(=O)NNCc1ccc(O)c(O)c1O. The result is 1 (good absorption). (2) The drug is Cc1cc2nc3c(=O)[nH]c(=O)nc-3n(C[C@@H](O)[C@H](O)[C@H](O)CO)c2cc1C. The result is 1 (good absorption). (3) The molecule is CC[C@@H](CO)NCCN[C@H](CC)CO. The result is 1 (good absorption). (4) The result is 1 (good absorption). The drug is Cc1ccccc1N1C(=O)c2cc(S(N)(=O)=O)c(Cl)cc2N[C@@H]1C.